From a dataset of CYP2C19 inhibition data for predicting drug metabolism from PubChem BioAssay. Regression/Classification. Given a drug SMILES string, predict its absorption, distribution, metabolism, or excretion properties. Task type varies by dataset: regression for continuous measurements (e.g., permeability, clearance, half-life) or binary classification for categorical outcomes (e.g., BBB penetration, CYP inhibition). Dataset: cyp2c19_veith. The compound is COC(=O)[C@H]1C[C@@H]1[C@H](NS(=O)(=O)c1ccc(-c2ccccc2)cc1)c1ccccc1. The result is 1 (inhibitor).